Dataset: Catalyst prediction with 721,799 reactions and 888 catalyst types from USPTO. Task: Predict which catalyst facilitates the given reaction. (1) Reactant: Cl[C:2]1[CH:7]=[C:6]([C:8]2[CH:13]=[CH:12][CH:11]=[CH:10][C:9]=2[F:14])[N:5]=[CH:4][N:3]=1.[CH2:15]([OH:19])[CH2:16][C:17]#[CH:18].[H-].[Na+].O. Product: [F:14][C:9]1[CH:10]=[CH:11][CH:12]=[CH:13][C:8]=1[C:6]1[CH:7]=[C:2]([O:19][CH2:15][CH2:16][C:17]#[CH:18])[N:3]=[CH:4][N:5]=1. The catalyst class is: 9. (2) The catalyst class is: 12. Product: [Cl:1][C:2]1[N:7]=[CH:6][N:5]=[C:4]([NH:8][C:26]([C:23]2[N:22]=[N:21][N:20]([C:17]3[CH:18]=[CH:19][C:14]([F:13])=[CH:15][CH:16]=3)[C:24]=2[CH3:25])=[O:27])[CH:3]=1. Reactant: [Cl:1][C:2]1[N:7]=[CH:6][N:5]=[C:4]([NH2:8])[CH:3]=1.C[Al](C)C.[F:13][C:14]1[CH:19]=[CH:18][C:17]([N:20]2[C:24]([CH3:25])=[C:23]([C:26](OC)=[O:27])[N:22]=[N:21]2)=[CH:16][CH:15]=1.